Dataset: Catalyst prediction with 721,799 reactions and 888 catalyst types from USPTO. Task: Predict which catalyst facilitates the given reaction. (1) Reactant: [OH:1][CH2:2][CH2:3][N:4]1[CH2:8][CH2:7][N:6]([C:9]2[S:13][C:12]([C:14]([O:16][CH2:17][CH3:18])=[O:15])=[C:11]([CH3:19])[CH:10]=2)[C:5]1=[O:20].[C:21]1(C)[C:22]([S:27](Cl)(=[O:29])=[O:28])=[CH:23][CH:24]=[CH:25][CH:26]=1.Cl[CH2:33]Cl. Product: [CH3:19][C:11]1[CH:10]=[C:9]([N:6]2[CH2:7][CH2:8][N:4]([CH2:3][CH2:2][O:1][S:27]([C:22]3[CH:21]=[CH:26][C:25]([CH3:33])=[CH:24][CH:23]=3)(=[O:28])=[O:29])[C:5]2=[O:20])[S:13][C:12]=1[C:14]([O:16][CH2:17][CH3:18])=[O:15]. The catalyst class is: 17. (2) Reactant: Cl[C:2]1[CH:7]=[C:6]([C:8]#[N:9])[CH:5]=[C:4]([N:10]2[CH2:15][CH2:14][N:13]([CH2:16][CH:17]3[CH2:19][CH2:18]3)[CH2:12][CH2:11]2)[N:3]=1.[F:20][C:21]([F:32])([F:31])[C:22]1[CH:27]=[CH:26][C:25](B(O)O)=[CH:24][CH:23]=1.C(=O)([O-])[O-].[Cs+].[Cs+].CC(C1C=C(C(C)C)C(C2C=CC=CC=2P(C2CCCCC2)C2CCCCC2)=C(C(C)C)C=1)C. Product: [CH:17]1([CH2:16][N:13]2[CH2:14][CH2:15][N:10]([C:4]3[CH:5]=[C:6]([C:8]#[N:9])[CH:7]=[C:2]([C:25]4[CH:26]=[CH:27][C:22]([C:21]([F:32])([F:31])[F:20])=[CH:23][CH:24]=4)[N:3]=3)[CH2:11][CH2:12]2)[CH2:19][CH2:18]1. The catalyst class is: 584. (3) Reactant: [Br:1][C:2]1[CH:3]=[C:4]2[C:8](=[C:9]([C:11]([O-:13])=[O:12])[CH:10]=1)[NH:7][N:6]=[CH:5]2.[OH-].[K+]. Product: [Br:1][C:2]1[CH:3]=[C:4]2[C:8](=[C:9]([C:11]([OH:13])=[O:12])[CH:10]=1)[NH:7][N:6]=[CH:5]2. The catalyst class is: 5. (4) Reactant: [Cl:1][C:2]1[N:10]=[C:9]2[C:5]([N:6]=[CH:7][N:8]2[C@@H:11]2[CH2:15][C@H:14]([NH:16][C:17](=[O:20])[CH2:18][CH3:19])[C@@H:13]([OH:21])[C@H:12]2[OH:22])=[C:4](Cl)[N:3]=1.C(NC(C)C)(C)C.[C:31]1([CH:37]([C:40]2[CH:45]=[CH:44][CH:43]=[CH:42][CH:41]=2)[CH2:38][NH2:39])[CH:36]=[CH:35][CH:34]=[CH:33][CH:32]=1. Product: [Cl:1][C:2]1[N:10]=[C:9]2[C:5]([N:6]=[CH:7][N:8]2[C@@H:11]2[CH2:15][C@H:14]([NH:16][C:17](=[O:20])[CH2:18][CH3:19])[C@@H:13]([OH:21])[C@H:12]2[OH:22])=[C:4]([NH:39][CH2:38][CH:37]([C:31]2[CH:36]=[CH:35][CH:34]=[CH:33][CH:32]=2)[C:40]2[CH:45]=[CH:44][CH:43]=[CH:42][CH:41]=2)[N:3]=1. The catalyst class is: 1.